Task: Binary Classification. Given a drug SMILES string, predict its activity (active/inactive) in a high-throughput screening assay against a specified biological target.. Dataset: Tyrosyl-DNA phosphodiesterase HTS with 341,365 compounds (1) The result is 0 (inactive). The compound is S(c1c([N+]([O-])=O)cc(c(c1)C#N)C#N)c1ncccc1. (2) The molecule is Brc1c(=O)n(Cc2cccnc2)cc(c1)C(OC)=O. The result is 0 (inactive). (3) The molecule is O(c1c(CNC(CCc2ccc(OC)cc2)C)cccc1)C. The result is 0 (inactive). (4) The drug is O=c1n(nc(n2c1ccc2)C)CC(=O)NCCCc1ccccc1. The result is 0 (inactive). (5) The drug is Brc1oc(/C=C2/C=C(OC2=O)C)cc1. The result is 1 (active).